Regression. Given two drug SMILES strings and cell line genomic features, predict the synergy score measuring deviation from expected non-interaction effect. From a dataset of NCI-60 drug combinations with 297,098 pairs across 59 cell lines. (1) Drug 1: CCC1=CC2CC(C3=C(CN(C2)C1)C4=CC=CC=C4N3)(C5=C(C=C6C(=C5)C78CCN9C7C(C=CC9)(C(C(C8N6C)(C(=O)OC)O)OC(=O)C)CC)OC)C(=O)OC.C(C(C(=O)O)O)(C(=O)O)O. Drug 2: CCC1=C2CN3C(=CC4=C(C3=O)COC(=O)C4(CC)O)C2=NC5=C1C=C(C=C5)O. Cell line: SN12C. Synergy scores: CSS=61.9, Synergy_ZIP=-2.79, Synergy_Bliss=-3.81, Synergy_Loewe=-12.5, Synergy_HSA=0.821. (2) Drug 1: CC1=C2C(C(=O)C3(C(CC4C(C3C(C(C2(C)C)(CC1OC(=O)C(C(C5=CC=CC=C5)NC(=O)OC(C)(C)C)O)O)OC(=O)C6=CC=CC=C6)(CO4)OC(=O)C)O)C)O. Drug 2: C1C(C(OC1N2C=NC(=NC2=O)N)CO)O. Cell line: MDA-MB-435. Synergy scores: CSS=52.4, Synergy_ZIP=-4.94, Synergy_Bliss=-11.4, Synergy_Loewe=-46.7, Synergy_HSA=-12.4. (3) Drug 1: CC1OCC2C(O1)C(C(C(O2)OC3C4COC(=O)C4C(C5=CC6=C(C=C35)OCO6)C7=CC(=C(C(=C7)OC)O)OC)O)O. Drug 2: C1=NC2=C(N=C(N=C2N1C3C(C(C(O3)CO)O)O)F)N. Cell line: 786-0. Synergy scores: CSS=12.0, Synergy_ZIP=-5.77, Synergy_Bliss=1.26, Synergy_Loewe=-15.5, Synergy_HSA=0.0548. (4) Drug 1: CC1C(C(CC(O1)OC2CC(CC3=C2C(=C4C(=C3O)C(=O)C5=C(C4=O)C(=CC=C5)OC)O)(C(=O)CO)O)N)O.Cl. Drug 2: CN(CC1=CN=C2C(=N1)C(=NC(=N2)N)N)C3=CC=C(C=C3)C(=O)NC(CCC(=O)O)C(=O)O. Cell line: K-562. Synergy scores: CSS=71.5, Synergy_ZIP=1.52, Synergy_Bliss=0.481, Synergy_Loewe=-15.3, Synergy_HSA=-1.74. (5) Drug 1: CC12CCC(CC1=CCC3C2CCC4(C3CC=C4C5=CN=CC=C5)C)O. Drug 2: CC1CCC2CC(C(=CC=CC=CC(CC(C(=O)C(C(C(=CC(C(=O)CC(OC(=O)C3CCCCN3C(=O)C(=O)C1(O2)O)C(C)CC4CCC(C(C4)OC)O)C)C)O)OC)C)C)C)OC. Cell line: MCF7. Synergy scores: CSS=42.8, Synergy_ZIP=6.95, Synergy_Bliss=8.10, Synergy_Loewe=-2.49, Synergy_HSA=10.4. (6) Synergy scores: CSS=48.0, Synergy_ZIP=-1.34, Synergy_Bliss=0.620, Synergy_Loewe=-7.40, Synergy_HSA=0.541. Cell line: MDA-MB-435. Drug 1: CC1C(C(CC(O1)OC2CC(CC3=C2C(=C4C(=C3O)C(=O)C5=C(C4=O)C(=CC=C5)OC)O)(C(=O)C)O)N)O.Cl. Drug 2: CC1C(C(CC(O1)OC2CC(CC3=C2C(=C4C(=C3O)C(=O)C5=CC=CC=C5C4=O)O)(C(=O)C)O)N)O.